Dataset: Catalyst prediction with 721,799 reactions and 888 catalyst types from USPTO. Task: Predict which catalyst facilitates the given reaction. (1) Reactant: [OH-:1].[K+].[CH:3](=O)[C:4]1[CH:9]=[CH:8][C:7]([O:10][CH3:11])=[CH:6][CH:5]=1.[OH2:13].Cl.[CH3:15][CH2:16][O:17][CH2:18][CH3:19]. The catalyst class is: 5. Product: [OH:1][C:5]1[C:4]2[C:15](=[O:13])/[C:16](=[CH:3]/[C:4]3[CH:9]=[CH:8][C:7]([O:10][CH3:11])=[CH:6][CH:5]=3)/[O:17][C:18]=2[CH:19]=[C:7]([OH:10])[CH:6]=1. (2) Reactant: Cl[C:2]1[S:3][C:4]([C:8]([O:10][CH3:11])=[O:9])=[C:5]([Cl:7])[N:6]=1.[CH3:12][O:13][C:14]1[CH:19]=[CH:18][C:17](B(O)O)=[CH:16][CH:15]=1.COCCOC.C([O-])([O-])=O.[Na+].[Na+]. Product: [Cl:7][C:5]1[N:6]=[C:2]([C:17]2[CH:18]=[CH:19][C:14]([O:13][CH3:12])=[CH:15][CH:16]=2)[S:3][C:4]=1[C:8]([O:10][CH3:11])=[O:9]. The catalyst class is: 103. (3) Reactant: [Cl:1][C:2]1[NH:7][C:6](=[O:8])[NH:5][C:4](=[O:9])[CH:3]=1.[Li+].[Br-].[H-].[Na+].[CH3:14][Si:15]([CH3:22])([CH3:21])[CH2:16][CH2:17][O:18][CH2:19]Cl. Product: [Cl:1][C:2]1[N:7]([CH2:19][O:18][CH2:17][CH2:16][Si:15]([CH3:22])([CH3:21])[CH3:14])[C:6](=[O:8])[NH:5][C:4](=[O:9])[CH:3]=1. The catalyst class is: 296. (4) Reactant: [F:1][C:2]1[CH:3]=[C:4](O)[CH:5]=[C:6]([C:8]2([OH:14])[CH2:13][CH2:12][O:11][CH2:10][CH2:9]2)[CH:7]=1.[CH2:16](Br)[C:17]#[CH:18].[C:20]([O-:23])([O-])=O.[K+].[K+].[CH2:38]1O[CH2:42][CH2:41][O:40][CH2:39][CH2:38]O[CH2:42][CH2:41][O:40][CH2:39][CH2:38]O[CH2:42][CH2:41][O:40][CH2:39]1. Product: [F:1][C:2]1[CH:3]=[C:4]([CH2:16][C:17]#[C:18][O:11][C:10]#[C:9][CH2:8][C:6]2[CH:5]=[C:4]([C:20]3([OH:23])[CH2:38][CH2:39][O:40][CH2:41][CH2:42]3)[CH:3]=[C:2]([F:1])[CH:7]=2)[CH:5]=[C:6]([C:8]2([OH:14])[CH2:13][CH2:12][O:11][CH2:10][CH2:9]2)[CH:7]=1. The catalyst class is: 287. (5) Reactant: [CH3:1][O:2][C:3]1[CH:4]=[CH:5][C:6]2[NH:12][C:11](=[O:13])[N:10]([CH:14]3[CH2:19][CH2:18][N:17]([C:20]4[N:25]=[CH:24][N:23]=[C:22]([C:26](O)=[O:27])[CH:21]=4)[CH2:16][CH2:15]3)[CH2:9][CH2:8][C:7]=2[CH:29]=1.[CH2:30]1[NH:35][CH2:34][CH2:33][N:32]2[CH:36]=[CH:37][CH:38]=[C:31]12.CN(C(ON1N=NC2C=CC=CC1=2)=[N+](C)C)C.[B-](F)(F)(F)F. Product: [CH2:30]1[N:35]([C:26]([C:22]2[N:23]=[CH:24][N:25]=[C:20]([N:17]3[CH2:18][CH2:19][CH:14]([N:10]4[CH2:9][CH2:8][C:7]5[CH:29]=[C:3]([O:2][CH3:1])[CH:4]=[CH:5][C:6]=5[NH:12][C:11]4=[O:13])[CH2:15][CH2:16]3)[CH:21]=2)=[O:27])[CH2:34][CH2:33][N:32]2[CH:36]=[CH:37][CH:38]=[C:31]12. The catalyst class is: 3. (6) Reactant: [Cl:1][C:2]1[CH:3]=[C:4]2[C:8](=[C:9]([NH:11][CH:12]3[CH2:16][CH2:15][CH2:14][CH2:13]3)[CH:10]=1)[NH:7][C:6]([C:17]1[S:18][CH2:19][C@@H:20]([CH2:22][C:23](O)=[O:24])[N:21]=1)=[CH:5]2.C(N(CC)CC)C.C(Cl)(=O)C(C)C.[BH4-].[Na+]. Product: [Cl:1][C:2]1[CH:3]=[C:4]2[C:8](=[C:9]([NH:11][CH:12]3[CH2:16][CH2:15][CH2:14][CH2:13]3)[CH:10]=1)[NH:7][C:6]([C:17]1[S:18][CH2:19][C@@H:20]([CH2:22][CH2:23][OH:24])[N:21]=1)=[CH:5]2. The catalyst class is: 2.